Dataset: Catalyst prediction with 721,799 reactions and 888 catalyst types from USPTO. Task: Predict which catalyst facilitates the given reaction. Reactant: O.NN.[N+:4]([C:7]1[C:15]2[O:14][CH:13]=[CH:12][C:11]=2[CH:10]=[CH:9][CH:8]=1)([O-])=O. Product: [NH2:4][C:7]1[C:15]2[O:14][CH:13]=[CH:12][C:11]=2[CH:10]=[CH:9][CH:8]=1. The catalyst class is: 227.